From a dataset of Forward reaction prediction with 1.9M reactions from USPTO patents (1976-2016). Predict the product of the given reaction. (1) The product is: [C:17]([O:16][C@@H:15]1[C@@H:20]([O:21][C:22](=[O:24])[CH3:23])[C@H:25]([O:26][C:27](=[O:29])[CH3:28])[C@@H:30]([CH2:32][O:33][C:34](=[O:36])[CH3:35])[O:31][C@H:14]1[O:13][CH2:10][CH2:11][Br:37])(=[O:19])[CH3:18]. Given the reactants B(F)(F)F.CCOCC.[C:10]([O:13][CH:14]1[O:31][C@H:30]([CH2:32][O:33][C:34](=[O:36])[CH3:35])[C@@H:25]([O:26][C:27](=[O:29])[CH3:28])[C@H:20]([O:21][C:22](=[O:24])[CH3:23])[C@H:15]1[O:16][C:17](=[O:19])[CH3:18])(=O)[CH3:11].[Br:37]CCO, predict the reaction product. (2) Given the reactants F[C:2](F)(F)[C:3](O)=[O:4].[NH2:8][CH2:9][CH:10]1[O:14][C:13](=[O:15])[N:12]([C:16]2[CH:21]=[CH:20][C:19]([C:22]3[S:23][CH:24]([CH3:29])[C:25](=[O:28])[NH:26][N:27]=3)=[C:18]([F:30])[CH:17]=2)[CH2:11]1.C(OC(=O)C)(=O)C, predict the reaction product. The product is: [F:30][C:18]1[CH:17]=[C:16]([N:12]2[CH2:11][C@H:10]([CH2:9][NH:8][C:3](=[O:4])[CH3:2])[O:14][C:13]2=[O:15])[CH:21]=[CH:20][C:19]=1[C:22]1[S:23][C@@H:24]([CH3:29])[C:25](=[O:28])[NH:26][N:27]=1.